This data is from Forward reaction prediction with 1.9M reactions from USPTO patents (1976-2016). The task is: Predict the product of the given reaction. The product is: [CH2:1]([N:5]([C:6]1[CH:7]=[CH:8][C:9]([CH:12]([CH3:13])[CH3:14])=[CH:10][CH:11]=1)[C:28]([NH:27][C:19]1[C:18]([CH:15]([CH3:16])[CH3:17])=[CH:23][CH:22]=[CH:21][C:20]=1[CH:24]([CH3:26])[CH3:25])=[O:29])[CH2:2][CH2:3][CH3:4]. Given the reactants [CH2:1]([NH:5][C:6]1[CH:11]=[CH:10][C:9]([CH:12]([CH3:14])[CH3:13])=[CH:8][CH:7]=1)[CH2:2][CH2:3][CH3:4].[CH:15]([C:18]1[CH:23]=[CH:22][CH:21]=[C:20]([CH:24]([CH3:26])[CH3:25])[C:19]=1[N:27]=[C:28]=[O:29])([CH3:17])[CH3:16], predict the reaction product.